This data is from Full USPTO retrosynthesis dataset with 1.9M reactions from patents (1976-2016). The task is: Predict the reactants needed to synthesize the given product. (1) Given the product [Cl:1][C:2]1[C:11]2[C:6](=[CH:7][C:8]([O:14][CH2:23][CH2:22][N:19]3[CH2:20][CH2:21][N:16]([CH3:15])[CH2:17][CH2:18]3)=[C:9]([O:12][CH3:13])[CH:10]=2)[N:5]=[CH:4][N:3]=1, predict the reactants needed to synthesize it. The reactants are: [Cl:1][C:2]1[C:11]2[C:6](=[CH:7][C:8]([OH:14])=[C:9]([O:12][CH3:13])[CH:10]=2)[N:5]=[CH:4][N:3]=1.[CH3:15][N:16]1[CH2:21][CH2:20][N:19]([CH2:22][CH2:23]O)[CH2:18][CH2:17]1. (2) Given the product [Cl:1][C:2]1[C:11]2[C:6](=[CH:7][CH:8]=[CH:9][CH:10]=2)[CH:5]=[C:4]([CH3:12])[C:3]=1[CH:13]([O:16][C:17]([CH3:23])([CH3:22])[CH:18]([F:19])[F:20])[CH2:14][OH:15], predict the reactants needed to synthesize it. The reactants are: [Cl:1][C:2]1[C:11]2[C:6](=[CH:7][CH:8]=[CH:9][CH:10]=2)[CH:5]=[C:4]([CH3:12])[C:3]=1[CH:13]([O:16][C:17]([CH3:23])([CH3:22])[C:18](F)([F:20])[F:19])[CH2:14][OH:15].FC(F)C(C)(O)C. (3) The reactants are: [CH3:1][N:2]([CH3:11])[CH2:3][CH2:4][NH:5][CH2:6][C:7]([CH3:10])([NH2:9])[CH3:8].C1N=CN([C:17](N2C=NC=C2)=[O:18])C=1.CO. Given the product [CH3:11][N:2]([CH3:1])[CH2:3][CH2:4][N:5]1[CH2:6][C:7]([CH3:8])([CH3:10])[NH:9][C:17]1=[O:18], predict the reactants needed to synthesize it. (4) Given the product [CH3:26][O:25][C:22]1[N:21]=[CH:20][C:19]([N:10]2[C:11]([C:13]3[CH:18]=[N:17][CH:16]=[CH:15][N:14]=3)=[N:12][C:8]([C:6]([OH:7])=[O:5])=[N:9]2)=[CH:24][CH:23]=1, predict the reactants needed to synthesize it. The reactants are: O.[OH-].[Li+].C[O:5][C:6]([C:8]1[N:12]=[C:11]([C:13]2[CH:18]=[N:17][CH:16]=[CH:15][N:14]=2)[N:10]([C:19]2[CH:20]=[N:21][C:22]([O:25][CH3:26])=[CH:23][CH:24]=2)[N:9]=1)=[O:7].Cl. (5) Given the product [C:1]([SiH2:5][O:6][C:7]([CH3:17])([CH3:16])[C:8]1[CH:13]=[CH:12][N:11]=[C:10]([NH2:83])[C:9]=1[CH3:15])([CH3:4])([CH3:3])[CH3:2], predict the reactants needed to synthesize it. The reactants are: [C:1]([SiH2:5][O:6][C:7]([CH3:17])([CH3:16])[C:8]1[CH:13]=[CH:12][N:11]=[C:10](Cl)[C:9]=1[CH3:15])([CH3:4])([CH3:3])[CH3:2].CC([O-])(C)C.[Na+].C1(P(C2C=CC=CC=2)C2C=CC3C(=CC=CC=3)C=2C2C3C(=CC=CC=3)C=CC=2P(C2C=CC=CC=2)C2C=CC=CC=2)C=CC=CC=1.C(=[NH:83])(C1C=CC=CC=1)C1C=CC=CC=1.NO.